Task: Regression. Given a peptide amino acid sequence and an MHC pseudo amino acid sequence, predict their binding affinity value. This is MHC class I binding data.. Dataset: Peptide-MHC class I binding affinity with 185,985 pairs from IEDB/IMGT The peptide sequence is RGYVWTNGY. The MHC is HLA-A02:11 with pseudo-sequence HLA-A02:11. The binding affinity (normalized) is 0.0847.